Regression. Given a peptide amino acid sequence and an MHC pseudo amino acid sequence, predict their binding affinity value. This is MHC class I binding data. From a dataset of Peptide-MHC class I binding affinity with 185,985 pairs from IEDB/IMGT. (1) The peptide sequence is AVSFSSPIS. The MHC is HLA-A30:01 with pseudo-sequence HLA-A30:01. The binding affinity (normalized) is 0.336. (2) The peptide sequence is NSWDVFGNWF. The MHC is Mamu-B01 with pseudo-sequence Mamu-B01. The binding affinity (normalized) is 0. (3) The binding affinity (normalized) is 0.550. The peptide sequence is QLVKDESIQL. The MHC is HLA-A02:03 with pseudo-sequence HLA-A02:03. (4) The binding affinity (normalized) is 0.583. The MHC is HLA-A02:03 with pseudo-sequence HLA-A02:03. The peptide sequence is TSAICSVVRR. (5) The binding affinity (normalized) is 0. The MHC is HLA-A03:01 with pseudo-sequence HLA-A03:01. The peptide sequence is WLSMTDEMR. (6) The peptide sequence is YLKKLDDFY. The MHC is HLA-B39:01 with pseudo-sequence HLA-B39:01. The binding affinity (normalized) is 0.0847. (7) The MHC is HLA-A11:01 with pseudo-sequence HLA-A11:01. The binding affinity (normalized) is 0.0847. The peptide sequence is FIYFGKKQY. (8) The peptide sequence is REAACCHLA. The MHC is HLA-B44:02 with pseudo-sequence HLA-B44:02. The binding affinity (normalized) is 0.259. (9) The binding affinity (normalized) is 0.0286. The MHC is H-2-Db with pseudo-sequence H-2-Db. The peptide sequence is SGVEPPGGYCL.